This data is from Catalyst prediction with 721,799 reactions and 888 catalyst types from USPTO. The task is: Predict which catalyst facilitates the given reaction. Reactant: [Br:1][C:2]1[CH:7]=[CH:6][C:5]([OH:8])=[CH:4][CH:3]=1.[C:9](Cl)(=[O:14])[C:10]([CH3:13])([CH3:12])[CH3:11].C(N(CC)CC)C. Product: [C:9]([O:8][C:5]1[CH:6]=[CH:7][C:2]([Br:1])=[CH:3][CH:4]=1)(=[O:14])[C:10]([CH3:13])([CH3:12])[CH3:11]. The catalyst class is: 1.